This data is from Forward reaction prediction with 1.9M reactions from USPTO patents (1976-2016). The task is: Predict the product of the given reaction. (1) Given the reactants Cl.[Cl:2][C:3]1[CH:4]=[C:5]2[C:9](=[CH:10][CH:11]=1)[NH:8][CH:7]=[C:6]2[CH2:12][CH2:13][NH2:14].[CH2:15]([C:22]1[S:26][N:25]=[C:24]([C:27](O)=[O:28])[CH:23]=1)[C:16]1[CH:21]=[CH:20][CH:19]=[CH:18][CH:17]=1.CN(C(ON1N=NC2C=CC=NC1=2)=[N+](C)C)C.F[P-](F)(F)(F)(F)F.C(N(CC)C(C)C)(C)C, predict the reaction product. The product is: [CH2:15]([C:22]1[S:26][N:25]=[C:24]([C:27]([NH:14][CH2:13][CH2:12][C:6]2[C:5]3[C:9](=[CH:10][CH:11]=[C:3]([Cl:2])[CH:4]=3)[NH:8][CH:7]=2)=[O:28])[CH:23]=1)[C:16]1[CH:17]=[CH:18][CH:19]=[CH:20][CH:21]=1. (2) Given the reactants C(OC(=O)[NH:7][CH:8]1[CH2:13][CH2:12][CH2:11][CH:10]([NH:14][C:15]([C:17]2[C:25]3[C:20](=[N:21][CH:22]=[C:23]([C:26]4[C:34]5[C:29](=[CH:30][C:31]([Cl:35])=[CH:32][CH:33]=5)[N:28]([CH3:36])[N:27]=4)[N:24]=3)[NH:19][CH:18]=2)=[O:16])[CH2:9]1)(C)(C)C.C(O)(C(F)(F)F)=O.C1CCCCC1, predict the reaction product. The product is: [NH2:7][CH:8]1[CH2:13][CH2:12][CH2:11][CH:10]([NH:14][C:15]([C:17]2[C:25]3[C:20](=[N:21][CH:22]=[C:23]([C:26]4[C:34]5[C:29](=[CH:30][C:31]([Cl:35])=[CH:32][CH:33]=5)[N:28]([CH3:36])[N:27]=4)[N:24]=3)[NH:19][CH:18]=2)=[O:16])[CH2:9]1.